Dataset: Reaction yield outcomes from USPTO patents with 853,638 reactions. Task: Predict the reaction yield, written as a fraction of the theoretical maximum amount of product (1.0 means a 100% yield; for example, 0.34 means a 34% yield). (1) The reactants are [Br:1][C:2]1[C:6]2[C:7]([NH2:19])=[N:8][CH:9]=[C:10]([C:11]3[CH:16]=[CH:15][CH:14]=[C:13]([CH2:17]Cl)[CH:12]=3)[C:5]=2[S:4][CH:3]=1.[CH3:20][N:21]1[CH2:26][CH2:25][NH:24][CH2:23][CH2:22]1.C([O-])([O-])=[O:28].[K+].[K+]. The catalyst is CN(C=O)C. The product is [NH4+:8].[OH-:28].[Br:1][C:2]1[C:6]2[C:7]([NH2:19])=[N:8][CH:9]=[C:10]([C:11]3[CH:16]=[CH:15][CH:14]=[C:13]([CH2:17][N:24]4[CH2:25][CH2:26][N:21]([CH3:20])[CH2:22][CH2:23]4)[CH:12]=3)[C:5]=2[S:4][CH:3]=1. The yield is 0.00100. (2) The reactants are [NH:1]1[C:9]2[C:4](=[CH:5][C:6]([C:10]([OH:12])=O)=[CH:7][CH:8]=2)[CH:3]=[CH:2]1.[NH:13]1[CH2:18][CH2:17][CH2:16][C@@H:15]2[C:19]3[CH:20]=[CH:21][CH:22]=[CH:23][C:24]=3[CH2:25][C@H:14]12.F[P-](F)(F)(F)(F)F.N1(OC(N(C)C)=[N+](C)C)C2N=CC=CC=2N=N1. No catalyst specified. The product is [N:13]1([C:10]([C:6]2[CH:5]=[C:4]3[C:9](=[CH:8][CH:7]=2)[NH:1][CH:2]=[CH:3]3)=[O:12])[CH2:18][CH2:17][CH2:16][C@@H:15]2[C:19]3[CH:20]=[CH:21][CH:22]=[CH:23][C:24]=3[CH2:25][C@H:14]12. The yield is 0.430. (3) The reactants are CCN(C(C)C)C(C)C.[CH3:10][C@H:11]1[C@@:50]2([OH:52])[O:51][C@H:14]([CH2:15][C@H:16]([O:76][CH3:77])[C:17]([CH3:75])=[CH:18][CH:19]=[CH:20][CH:21]=[CH:22][C@@H:23]([CH3:74])[CH2:24][C@@H:25]([CH3:73])[C:26]([C@H:28]([O:71][CH3:72])[C@H:29]([OH:70])[C:30]([CH3:69])=[CH:31][C@@H:32]([CH3:68])[C:33]([CH2:35][C@@H:36]([C@@H:53]([CH2:55][C@H:56]3[CH2:61][C@@H:60]([O:62][CH3:63])[C@H:59]([O:64][CH2:65][CH2:66][OH:67])[CH2:58][CH2:57]3)[CH3:54])[O:37][C:38]([C@H:40]3[N:45]([C:46]([C:48]2=[O:49])=[O:47])[CH2:44][CH2:43][CH2:42][CH2:41]3)=[O:39])=[O:34])=[O:27])[CH2:13][CH2:12]1.C(=O)([O-])[O-].C(#N)C. The catalyst is C([O-])(=O)CC[C@H](NC(C1C=CC(NCC2N=C3C(N=C(NC3=O)N)=NC=2)=CC=1)=O)C(O)=O.CS(C)=O. The product is [CH3:10][C@H:11]1[C@@:50]2([OH:52])[O:51][C@H:14]([CH2:15][C@H:16]([O:76][CH3:77])[C:17]([CH3:75])=[CH:18][CH:19]=[CH:20][CH:21]=[CH:22][C@@H:23]([CH3:74])[CH2:24][C@@H:25]([CH3:73])[C:26]([C@H:28]([O:71][CH3:72])[C@H:29]([OH:70])[C:30]([CH3:69])=[CH:31][C@@H:32]([CH3:68])[C:33]([CH2:35][C@@H:36]([C@@H:53]([CH2:55][C@H:56]3[CH2:61][C@@H:60]([O:62][CH3:63])[C@H:59]([O:64][CH2:65][CH2:66][OH:67])[CH2:58][CH2:57]3)[CH3:54])[O:37][C:38]([C@H:40]3[N:45]([C:46]([C:48]2=[O:49])=[O:47])[CH2:44][CH2:43][CH2:42][CH2:41]3)=[O:39])=[O:34])=[O:27])[CH2:13][CH2:12]1. The yield is 0.500. (4) The reactants are C(OC([N:8]1[CH2:12][CH2:11][C:10]([C:14]#[C:15][C:16]2[CH:21]=[CH:20][CH:19]=[C:18]([Cl:22])[CH:17]=2)([OH:13])[CH2:9]1)=O)(C)(C)C. The catalyst is Cl.O1CCOCC1. The product is [Cl:22][C:18]1[CH:17]=[C:16]([C:15]#[C:14][C:10]2([OH:13])[CH2:11][CH2:12][NH:8][CH2:9]2)[CH:21]=[CH:20][CH:19]=1. The yield is 1.00. (5) The reactants are Cl[C:2]1[C:11]2[C:6](=[CH:7][C:8]([O:14][CH3:15])=[C:9]([O:12][CH3:13])[CH:10]=2)[N:5]=[CH:4][CH:3]=1.[Cl:16][C:17]1[CH:38]=[CH:37][CH:36]=[CH:35][C:18]=1[CH2:19][N:20]1[C:25](=[O:26])[C:24]([C:27]2[CH:32]=[CH:31][C:30]([OH:33])=[C:29]([F:34])[CH:28]=2)=[CH:23][N:22]=[CH:21]1. The yield is 0.140. No catalyst specified. The product is [Cl:16][C:17]1[CH:38]=[CH:37][CH:36]=[CH:35][C:18]=1[CH2:19][N:20]1[C:25](=[O:26])[C:24]([C:27]2[CH:32]=[CH:31][C:30]([O:33][C:2]3[C:11]4[C:6](=[CH:7][C:8]([O:14][CH3:15])=[C:9]([O:12][CH3:13])[CH:10]=4)[N:5]=[CH:4][CH:3]=3)=[C:29]([F:34])[CH:28]=2)=[CH:23][N:22]=[CH:21]1. (6) The reactants are CN(C(ON1N=NC2C=CC=CC1=2)=[N+](C)C)C.F[P-](F)(F)(F)(F)F.Cl.Cl.[CH3:27][C@H:28]1[C:36]2[C:35]([N:37]3[CH2:42][CH2:41][NH:40][CH2:39][CH2:38]3)=[N:34][CH:33]=[N:32][C:31]=2[C@H:30]([OH:43])[CH2:29]1.C(OC([N:51]1[CH2:55][CH2:54][C:53]([C:59]2[CH:64]=[CH:63][C:62]([Cl:65])=[CH:61][CH:60]=2)([C:56](O)=[O:57])[CH2:52]1)=O)(C)(C)C. The catalyst is C(Cl)Cl. The product is [Cl:65][C:62]1[CH:63]=[CH:64][C:59]([C:53]2([C:56]([N:40]3[CH2:39][CH2:38][N:37]([C:35]4[C:36]5[C@H:28]([CH3:27])[CH2:29][C@@H:30]([OH:43])[C:31]=5[N:32]=[CH:33][N:34]=4)[CH2:42][CH2:41]3)=[O:57])[CH2:54][CH2:55][NH:51][CH2:52]2)=[CH:60][CH:61]=1. The yield is 0.810. (7) The reactants are Br[C:2]1[CH:3]=[C:4]2[C:9](=[CH:10][CH:11]=1)[N:8]=[C:7]([C:12]1[CH:17]=[CH:16][CH:15]=[CH:14][C:13]=1[F:18])[N:6]=[C:5]2[N:19]1[C:27]2[CH:26]=[CH:25][N:24]=[CH:23][C:22]=2[CH:21]=[CH:20]1.C(=O)([O-])[O-].[Cs+].[Cs+].[C:34]([O:38][C:39](=[O:42])[NH:40][CH3:41])([CH3:37])([CH3:36])[CH3:35].O. The catalyst is O1CCCC1. The product is [C:34]([O:38][C:39](=[O:42])[N:40]([C:2]1[CH:3]=[C:4]2[C:9](=[CH:10][CH:11]=1)[N:8]=[C:7]([C:12]1[CH:17]=[CH:16][CH:15]=[CH:14][C:13]=1[F:18])[N:6]=[C:5]2[N:19]1[C:27]2[CH:26]=[CH:25][N:24]=[CH:23][C:22]=2[CH:21]=[CH:20]1)[CH3:41])([CH3:37])([CH3:36])[CH3:35]. The yield is 0.580. (8) The reactants are [CH3:1][O:2][C:3]1[CH:8]=[CH:7][C:6]([C:9]2[CH:17]=[CH:16][CH:15]=[C:14]3[C:10]=2[CH2:11][C:12](=[O:18])[NH:13]3)=[CH:5][CH:4]=1.[N:19]1([CH2:24][CH2:25][NH:26][C:27]([C:29]2[CH:33]=[C:32]([CH3:34])[NH:31][C:30]=2[CH:35]=O)=[O:28])[CH:23]=[CH:22][N:21]=[N:20]1. The catalyst is C(O)C.N1CCCCC1. The product is [N:19]1([CH2:24][CH2:25][NH:26][C:27]([C:29]2[CH:33]=[C:32]([CH3:34])[NH:31][C:30]=2[CH:35]=[C:11]2[C:10]3[C:14](=[CH:15][CH:16]=[CH:17][C:9]=3[C:6]3[CH:7]=[CH:8][C:3]([O:2][CH3:1])=[CH:4][CH:5]=3)[NH:13][C:12]2=[O:18])=[O:28])[CH:23]=[CH:22][N:21]=[N:20]1. The yield is 0.520.